From a dataset of Tyrosyl-DNA phosphodiesterase HTS with 341,365 compounds. Binary Classification. Given a drug SMILES string, predict its activity (active/inactive) in a high-throughput screening assay against a specified biological target. (1) The compound is Brc1ccc(c2nc(sc2)C2CC(SCC2)(C)C)cc1. The result is 0 (inactive). (2) The molecule is S(CC(=O)Nc1c(cc(cc1)C)C)c1oc(nn1)CCNC(OC(C)(C)C)=O. The result is 0 (inactive). (3) The compound is Clc1c(S(=O)(=O)N2CCCC2)cc(cc1)C(OCC(=O)NC)=O. The result is 0 (inactive). (4) The compound is S1(=O)(=O)N=C(NCCC(OC(C(=O)Nc2ccc(cc2)C)C)=O)c2c1cccc2. The result is 0 (inactive).